This data is from Catalyst prediction with 721,799 reactions and 888 catalyst types from USPTO. The task is: Predict which catalyst facilitates the given reaction. Reactant: FC(F)(F)C(OC(=O)C(F)(F)F)=O.[NH2:14][C:15]([C:17]1[CH:18]=[CH:19][C:20]2[C:21]3[N:31]=[C:30]([N:32]4[CH2:37][CH2:36][CH2:35][C@@H:34]([NH:38][C:39](=[O:45])[O:40][C:41]([CH3:44])([CH3:43])[CH3:42])[CH2:33]4)[N:29]([CH2:46][C:47]4[CH:52]=[C:51]([F:53])[CH:50]=[CH:49][C:48]=4[Cl:54])[C:22]=3[C:23](=[O:28])[N:24]([CH3:27])[C:25]=2[CH:26]=1)=O. Product: [Cl:54][C:48]1[CH:49]=[CH:50][C:51]([F:53])=[CH:52][C:47]=1[CH2:46][N:29]1[C:22]2[C:23](=[O:28])[N:24]([CH3:27])[C:25]3[CH:26]=[C:17]([C:15]#[N:14])[CH:18]=[CH:19][C:20]=3[C:21]=2[N:31]=[C:30]1[N:32]1[CH2:37][CH2:36][CH2:35][C@@H:34]([NH:38][C:39](=[O:45])[O:40][C:41]([CH3:44])([CH3:43])[CH3:42])[CH2:33]1. The catalyst class is: 7.